From a dataset of Peptide-MHC class II binding affinity with 134,281 pairs from IEDB. Regression. Given a peptide amino acid sequence and an MHC pseudo amino acid sequence, predict their binding affinity value. This is MHC class II binding data. (1) The peptide sequence is GLRSLTDLLRALGAQ. The MHC is DRB1_0301 with pseudo-sequence DRB1_0301. The binding affinity (normalized) is 0.283. (2) The peptide sequence is ASSDITAQLSQLISL. The MHC is HLA-DQA10401-DQB10402 with pseudo-sequence HLA-DQA10401-DQB10402. The binding affinity (normalized) is 0.191.